This data is from NCI-60 drug combinations with 297,098 pairs across 59 cell lines. The task is: Regression. Given two drug SMILES strings and cell line genomic features, predict the synergy score measuring deviation from expected non-interaction effect. (1) Drug 1: C1=CC(=CC=C1CCC2=CNC3=C2C(=O)NC(=N3)N)C(=O)NC(CCC(=O)O)C(=O)O. Drug 2: CC1=C(C=C(C=C1)C(=O)NC2=CC(=CC(=C2)C(F)(F)F)N3C=C(N=C3)C)NC4=NC=CC(=N4)C5=CN=CC=C5. Cell line: SNB-19. Synergy scores: CSS=36.2, Synergy_ZIP=8.52, Synergy_Bliss=8.05, Synergy_Loewe=-6.55, Synergy_HSA=5.92. (2) Drug 1: C1C(C(OC1N2C=NC3=C(N=C(N=C32)Cl)N)CO)O. Drug 2: C1CN1C2=NC(=NC(=N2)N3CC3)N4CC4. Cell line: BT-549. Synergy scores: CSS=45.6, Synergy_ZIP=-2.48, Synergy_Bliss=-3.00, Synergy_Loewe=-1.88, Synergy_HSA=3.59.